Task: Predict the product of the given reaction.. Dataset: Forward reaction prediction with 1.9M reactions from USPTO patents (1976-2016) (1) Given the reactants [CH3:1][O:2][N:3]([CH3:19])[C:4](=[O:18])[C:5]1[CH:10]=[CH:9][C:8]([NH2:11])=[C:7]([NH:12][CH:13]2[CH2:17][CH2:16][CH2:15][CH2:14]2)[CH:6]=1.C[O-].[Li+].[N:23]#[C:24]Br, predict the reaction product. The product is: [CH3:19][N:3]([O:2][CH3:1])[C:4]([C:5]1[CH:10]=[CH:9][C:8]2[N:11]=[C:24]([NH2:23])[N:12]([CH:13]3[CH2:14][CH2:15][CH2:16][CH2:17]3)[C:7]=2[CH:6]=1)=[O:18]. (2) Given the reactants [CH2:1]([S:6][C:7]1[C:8]([CH:12]2[CH:17]3[CH2:18][CH2:19][N:14]([CH2:15][CH2:16]3)[CH2:13]2)=[N:9][NH:10][CH:11]=1)[CH2:2][CH2:3][CH2:4]C.[CH3:20]C(C)CCS, predict the reaction product. The product is: [CH3:20][CH:3]([CH3:4])[CH2:2][CH2:1][S:6][C:7]1[C:8]([CH:12]2[CH:17]3[CH2:16][CH2:15][N:14]([CH2:19][CH2:18]3)[CH2:13]2)=[N:9][NH:10][CH:11]=1.